From a dataset of Full USPTO retrosynthesis dataset with 1.9M reactions from patents (1976-2016). Predict the reactants needed to synthesize the given product. (1) Given the product [ClH:26].[Cl:26][C:9]1[CH:10]=[CH:11][C:12]2[CH2:13][CH2:14][NH:15][CH2:16][CH2:17][C:18]=2[C:8]=1[S:7][CH2:6][C:5]1[CH:27]=[CH:28][C:2]([CH:31]2[CH2:36][CH2:35][CH2:34][CH2:33][CH2:32]2)=[C:3]([F:29])[CH:4]=1, predict the reactants needed to synthesize it. The reactants are: Br[C:2]1[CH:28]=[CH:27][C:5]([CH2:6][S:7][C:8]2[C:18]3[CH2:17][CH2:16][N:15](C(OC(C)(C)C)=O)[CH2:14][CH2:13][C:12]=3[CH:11]=[CH:10][C:9]=2[Cl:26])=[CH:4][C:3]=1[F:29].[Br-].[CH:31]1([Zn+])[CH2:36][CH2:35][CH2:34][CH2:33][CH2:32]1. (2) Given the product [Cl:1][C:2]1[N:3]([CH2:10][C@:11]([OH:12])([CH3:14])[CH2:13][N:18]2[CH2:17][CH2:16][N:15]([C:21]([O:23][CH2:24][C:25]3[CH:26]=[CH:27][C:28]([O:31][C:32]([F:34])([F:35])[F:33])=[CH:29][CH:30]=3)=[O:22])[CH2:20][CH2:19]2)[CH:4]=[C:5]([N+:7]([O-:9])=[O:8])[N:6]=1, predict the reactants needed to synthesize it. The reactants are: [Cl:1][C:2]1[N:3]([CH2:10][C@:11]2([CH3:14])[CH2:13][O:12]2)[CH:4]=[C:5]([N+:7]([O-:9])=[O:8])[N:6]=1.[N:15]1([C:21]([O:23][CH2:24][C:25]2[CH:30]=[CH:29][C:28]([O:31][C:32]([F:35])([F:34])[F:33])=[CH:27][CH:26]=2)=[O:22])[CH2:20][CH2:19][NH:18][CH2:17][CH2:16]1.O. (3) The reactants are: [N+:1]([C:4]1[CH:5]=[C:6]([C:10]2[CH2:14][CH:13]([CH2:15][CH2:16][CH:17]=O)[O:12][N:11]=2)[CH:7]=[CH:8][CH:9]=1)([O-:3])=[O:2].[F:19][C:20]1[CH:25]=[CH:24][CH:23]=[CH:22][C:21]=1[N:26]1[CH2:31][CH2:30][NH:29][CH2:28][CH2:27]1.[BH-](OC(C)=O)(OC(C)=O)OC(C)=O.[Na+]. Given the product [F:19][C:20]1[CH:25]=[CH:24][CH:23]=[CH:22][C:21]=1[N:26]1[CH2:31][CH2:30][N:29]([CH2:17][CH2:16][CH2:15][CH:13]2[O:12][N:11]=[C:10]([C:6]3[CH:7]=[CH:8][CH:9]=[C:4]([N+:1]([O-:3])=[O:2])[CH:5]=3)[CH2:14]2)[CH2:28][CH2:27]1, predict the reactants needed to synthesize it. (4) Given the product [CH3:1][C:2]1[N:3]=[C:4]([C:12]2[CH:17]=[CH:16][CH:15]=[C:14]([C:18]([F:21])([F:19])[F:20])[CH:13]=2)[N:5]2[C:10]=1[CH:9]=[N:8][C:7]([NH:11][C:23]1[CH:24]=[C:25]([S:29]([NH2:32])(=[O:31])=[O:30])[CH:26]=[CH:27][CH:28]=1)=[N:6]2, predict the reactants needed to synthesize it. The reactants are: [CH3:1][C:2]1[N:3]=[C:4]([C:12]2[CH:17]=[CH:16][CH:15]=[C:14]([C:18]([F:21])([F:20])[F:19])[CH:13]=2)[N:5]2[C:10]=1[CH:9]=[N:8][C:7]([NH2:11])=[N:6]2.Br[C:23]1[CH:24]=[C:25]([S:29]([NH2:32])(=[O:31])=[O:30])[CH:26]=[CH:27][CH:28]=1.C(P(C(C)(C)C)C1C=CC=CC=1C1C=CC=CC=1)(C)(C)C.CC([O-])(C)C.[Na+]. (5) Given the product [CH2:18]([O:17][C:15](=[O:16])[CH2:14][C:13]([O:12][C@@H:3]1[CH:4]=[CH:5][C:6]2[C:11](=[CH:10][CH:9]=[CH:8][CH:7]=2)[C@H:2]1[O:1][Si:26]([C:29]([CH3:32])([CH3:31])[CH3:30])([CH3:28])[CH3:27])=[O:20])[CH3:19], predict the reactants needed to synthesize it. The reactants are: [OH:1][C@@H:2]1[C:11]2[C:6](=[CH:7][CH:8]=[CH:9][CH:10]=2)[CH:5]=[CH:4][C@H:3]1[O:12][C:13](=[O:20])[CH2:14][C:15]([O:17][CH2:18][CH3:19])=[O:16].N1C=CN=C1.[Si:26](Cl)([C:29]([CH3:32])([CH3:31])[CH3:30])([CH3:28])[CH3:27]. (6) Given the product [CH2:1]([O:4][C:5]1[CH:30]=[C:29]([C:31]2[O:40][C:33]3[CH2:39][CH2:38][CH2:37][CH2:36][C:34]=3[N:35]=2)[CH:28]=[CH:27][C:6]=1[O:7][CH2:8][CH2:9][CH2:10][O:11][C:12]1[CH:13]=[C:14]2[C:18](=[CH:19][CH:20]=1)[C@H:17]([CH2:21][C:22]([OH:24])=[O:23])[CH2:16][CH2:15]2)[CH2:2][CH3:3], predict the reactants needed to synthesize it. The reactants are: [CH2:1]([O:4][C:5]1[CH:30]=[C:29]([C:31]2S[C:33]3[CH2:39][CH2:38][CH2:37][CH2:36][C:34]=3[N:35]=2)[CH:28]=[CH:27][C:6]=1[O:7][CH2:8][CH2:9][CH2:10][O:11][C:12]1[CH:13]=[C:14]2[C:18](=[CH:19][CH:20]=1)[C@H:17]([CH2:21][C:22]([O:24]CC)=[O:23])[CH2:16][CH2:15]2)[CH2:2][CH3:3].[OH-:40].[Li+]. (7) Given the product [CH2:1]([C:3]1[CH:8]=[C:7]([C:34]2[C:35]3[N:36]([CH:40]=[CH:41][N:42]=3)[CH:37]=[CH:38][CH:39]=2)[CH:6]=[CH:5][C:4]=1[S:18]([NH:21][C@H:22]1[CH2:27][CH2:26][CH2:25][C@@H:24]([N:28]2[CH:29]=[N:30][N:31]=[CH:32]2)[CH2:23]1)(=[O:19])=[O:20])[CH3:2], predict the reactants needed to synthesize it. The reactants are: [CH2:1]([C:3]1[CH:8]=[C:7](B2OC(C)(C)C(C)(C)O2)[CH:6]=[CH:5][C:4]=1[S:18]([NH:21][C@H:22]1[CH2:27][CH2:26][CH2:25][C@@H:24]([N:28]2[CH:32]=[N:31][N:30]=[CH:29]2)[CH2:23]1)(=[O:20])=[O:19])[CH3:2].Br[C:34]1[C:35]2[N:36]([CH:40]=[CH:41][N:42]=2)[CH:37]=[CH:38][CH:39]=1.C(=O)([O-])[O-].[Na+].[Na+].O. (8) Given the product [CH2:1]([N:5]1[C:10]2[C:9](=[CH:14][CH:13]=[CH:12][N:11]=2)[C:8]([OH:15])=[C:21]([C:22]2[NH:27][C:26]3[CH:28]=[CH:29][CH:30]=[CH:31][C:25]=3[S:24](=[O:33])(=[O:32])[N:23]=2)[C:6]1=[O:16])[CH2:2][CH2:3][CH3:4], predict the reactants needed to synthesize it. The reactants are: [CH2:1]([N:5]1[C:10]2[N:11]=[CH:12][CH:13]=[CH:14][C:9]=2[C:8](=[O:15])O[C:6]1=[O:16])[CH2:2][CH2:3][CH3:4].C(OC(=O)[CH2:21][C:22]1[NH:27][C:26]2[CH:28]=[CH:29][CH:30]=[CH:31][C:25]=2[S:24](=[O:33])(=[O:32])[N:23]=1)C.[H-].[Na+].C(O)(=O)C.